From a dataset of NCI-60 drug combinations with 297,098 pairs across 59 cell lines. Regression. Given two drug SMILES strings and cell line genomic features, predict the synergy score measuring deviation from expected non-interaction effect. (1) Drug 1: C1=CC(=CC=C1CCC2=CNC3=C2C(=O)NC(=N3)N)C(=O)NC(CCC(=O)O)C(=O)O. Drug 2: C1=NC2=C(N1)C(=S)N=C(N2)N. Cell line: HCC-2998. Synergy scores: CSS=39.8, Synergy_ZIP=-0.0170, Synergy_Bliss=-0.667, Synergy_Loewe=-3.01, Synergy_HSA=3.11. (2) Drug 1: C1C(C(OC1N2C=NC3=C(N=C(N=C32)Cl)N)CO)O. Drug 2: C#CCC(CC1=CN=C2C(=N1)C(=NC(=N2)N)N)C3=CC=C(C=C3)C(=O)NC(CCC(=O)O)C(=O)O. Cell line: SR. Synergy scores: CSS=88.2, Synergy_ZIP=-0.274, Synergy_Bliss=-0.696, Synergy_Loewe=-0.606, Synergy_HSA=0.195. (3) Drug 1: C(=O)(N)NO. Drug 2: CN(CCCl)CCCl.Cl. Cell line: KM12. Synergy scores: CSS=13.3, Synergy_ZIP=-10.8, Synergy_Bliss=-2.96, Synergy_Loewe=-9.97, Synergy_HSA=-0.841.